The task is: Predict the product of the given reaction.. This data is from Forward reaction prediction with 1.9M reactions from USPTO patents (1976-2016). (1) The product is: [F:1][C:2]1[N:10]=[CH:9][CH:8]=[CH:7][C:3]=1[C:4]([NH:11][C:12]1[CH:17]=[CH:16][CH:15]=[CH:14][C:13]=1[CH3:18])=[O:5]. Given the reactants [F:1][C:2]1[N:10]=[CH:9][CH:8]=[CH:7][C:3]=1[C:4](Cl)=[O:5].[NH2:11][C:12]1[C:13]([CH3:18])=[CH:14][CH:15]=[CH:16][CH:17]=1, predict the reaction product. (2) Given the reactants [Cl:1][S:2]([OH:5])(=O)=[O:3].[O:6]1[C:10]2[CH:11]=[CH:12][CH:13]=[CH:14][C:9]=2[CH2:8][CH2:7]1, predict the reaction product. The product is: [O:6]1[C:10]2[CH:11]=[CH:12][C:13]([S:2]([Cl:1])(=[O:5])=[O:3])=[CH:14][C:9]=2[CH2:8][CH2:7]1. (3) Given the reactants [CH:1]1([OH:16])[CH2:15][CH2:14][CH2:13][CH2:12][CH2:11][CH2:10][CH2:9][CH2:8][CH2:7][CH2:6][CH2:5][CH2:4][CH2:3][CH2:2]1.[C:17]([O:20][CH:21]1[CH:26]([N:27]([CH3:29])[CH3:28])[CH2:25][CH:24]([CH3:30])[O:23][CH:22]1F)(=[O:19])[CH3:18].B(F)(F)F.CCOCC, predict the reaction product. The product is: [C:17]([O:20][CH:21]1[CH:26]([N:27]([CH3:28])[CH3:29])[CH2:25][CH:24]([CH3:30])[O:23][CH:22]1[O:16][CH:1]1[CH2:15][CH2:14][CH2:13][CH2:12][CH2:11][CH2:10][CH2:9][CH2:8][CH2:7][CH2:6][CH2:5][CH2:4][CH2:3][CH2:2]1)(=[O:19])[CH3:18]. (4) Given the reactants C(Cl)(=O)C(Cl)=O.CS(C)=O.[OH:11][CH:12]1[C:18]2=[N:19][CH:20]=[C:21]([N:23]3[CH2:27][C@H:26]([CH2:28][NH:29][C:30](=[O:32])[CH3:31])[O:25][C:24]3=[O:33])[CH:22]=[C:17]2[CH2:16][CH2:15][CH2:14][CH2:13]1.C(N(CC)CC)C, predict the reaction product. The product is: [O:33]=[C:24]1[N:23]([C:21]2[CH:22]=[C:17]3[CH2:16][CH2:15][CH2:14][CH2:13][C:12](=[O:11])[C:18]3=[N:19][CH:20]=2)[CH2:27][C@H:26]([CH2:28][NH:29][C:30](=[O:32])[CH3:31])[O:25]1. (5) Given the reactants Br[C:2]1[CH:7]=[CH:6][CH:5]=[CH:4][C:3]=1OCCC.[Cl-].[Al+3].[Cl-].[Cl-].[C:16](Cl)(=[O:23])[C:17]1[CH:22]=[CH:21][CH:20]=[CH:19][CH:18]=1, predict the reaction product. The product is: [C:16]([C:2]1[CH:3]=[CH:4][CH:5]=[CH:6][CH:7]=1)(=[O:23])[C:17]1[CH:22]=[CH:21][CH:20]=[CH:19][CH:18]=1. (6) Given the reactants [O:1]=[C:2]1[N:7]([CH2:8][C:9]2[CH:14]=[CH:13][CH:12]=[CH:11][CH:10]=2)[C@@H:6]([C:15]([OH:17])=[O:16])[CH2:5][O:4][CH2:3]1.S(Cl)(Cl)=O.[CH3:22][CH2:23]O, predict the reaction product. The product is: [O:1]=[C:2]1[N:7]([CH2:8][C:9]2[CH:14]=[CH:13][CH:12]=[CH:11][CH:10]=2)[C@@H:6]([C:15]([O:17][CH2:22][CH3:23])=[O:16])[CH2:5][O:4][CH2:3]1. (7) Given the reactants [N+:1]([C:4]1[CH:5]=[C:6]([C:10]2[CH:11]=[N:12][CH:13]=[CH:14][CH:15]=2)[CH:7]=[CH:8][CH:9]=1)([O-])=O, predict the reaction product. The product is: [N:12]1[CH:13]=[CH:14][CH:15]=[C:10]([C:6]2[CH:5]=[C:4]([NH2:1])[CH:9]=[CH:8][CH:7]=2)[CH:11]=1. (8) Given the reactants [CH2:1]([N:13]1[C:21]2[C:16]3[C:17](=[C:22]([C:25]4[C:26]5[C:27]6[C:31](=[CH:32][CH:33]=4)[N:30]([CH2:34][CH2:35][CH2:36][CH2:37][CH2:38][CH2:39][CH2:40][CH2:41][CH2:42][CH2:43][CH2:44][CH3:45])[C:29](=[O:46])[C:28]=6[CH:47]=[CH:48][CH:49]=5)[CH:23]=[CH:24][C:15]=3[C:14]1=[O:50])[CH:18]=[CH:19][CH:20]=2)[CH2:2][CH2:3][CH2:4][CH2:5][CH2:6][CH2:7][CH2:8][CH2:9][CH2:10][CH2:11][CH3:12].C(Cl)(Cl)Cl.[Br:55]Br, predict the reaction product. The product is: [CH2:1]([N:13]1[C:21]2[C:16]3[C:17](=[C:22]([C:25]4[C:26]5[C:27]6[C:31](=[CH:32][CH:33]=4)[N:30]([CH2:34][CH2:35][CH2:36][CH2:37][CH2:38][CH2:39][CH2:40][CH2:41][CH2:42][CH2:43][CH2:44][CH3:45])[C:29](=[O:46])[C:28]=6[CH:47]=[CH:48][CH:49]=5)[CH:23]=[CH:24][C:15]=3[C:14]1=[O:50])[C:18]([Br:55])=[CH:19][CH:20]=2)[CH2:2][CH2:3][CH2:4][CH2:5][CH2:6][CH2:7][CH2:8][CH2:9][CH2:10][CH2:11][CH3:12]. (9) Given the reactants [CH3:1][N:2]([CH2:4][CH:5]1[CH2:10][CH2:9][CH:8]([NH:11]C(=O)OCC2C=CC=CC=2)[CH2:7][CH2:6]1)[CH3:3].CO.[C:24]([OH:27])(=[O:26])[CH3:25], predict the reaction product. The product is: [C:24]([OH:27])(=[O:26])[CH3:25].[C:24]([OH:27])(=[O:26])[CH3:25].[CH3:3][N:2]([CH2:4][C@H:5]1[CH2:10][CH2:9][C@H:8]([NH2:11])[CH2:7][CH2:6]1)[CH3:1]. (10) Given the reactants [NH2:1][C:2]1[CH:7]=[CH:6][CH:5]=[CH:4][C:3]=1[S:8]([NH2:11])(=[O:10])=[O:9].[O:12]1[C:17]2=[CH:18][CH:19]=[CH:20][C:16]2=[CH:15][CH:14]=[C:13]1[C:21]1[CH:26]=[CH:25][CH:24]=[CH:23][C:22]=1/[CH:27]=[CH:28]/[S:29](Cl)(=[O:31])=[O:30], predict the reaction product. The product is: [O:12]1[C:17]2=[CH:18][CH:19]=[CH:20][C:16]2=[CH:15][CH:14]=[C:13]1[C:21]1[CH:26]=[CH:25][CH:24]=[CH:23][C:22]=1/[CH:27]=[CH:28]/[S:29]([NH:1][C:2]1[CH:7]=[CH:6][CH:5]=[CH:4][C:3]=1[S:8]([NH2:11])(=[O:9])=[O:10])(=[O:31])=[O:30].